This data is from Reaction yield outcomes from USPTO patents with 853,638 reactions. The task is: Predict the reaction yield, written as a fraction of the theoretical maximum amount of product (1.0 means a 100% yield; for example, 0.34 means a 34% yield). The reactants are [CH2:1]([C:8]1[CH:13]=[CH:12][CH:11]=[CH:10][C:9]=1[CH:14]=[N:15][C:16]([CH3:25])([CH3:24])[C:17]([O:19][C:20]([CH3:23])([CH3:22])[CH3:21])=[O:18])[C:2]1[CH:7]=[CH:6][CH:5]=[CH:4][CH:3]=1.[H][H]. The catalyst is ClCCl.CO.[Pd]. The product is [CH2:1]([C:8]1[CH:13]=[CH:12][CH:11]=[CH:10][C:9]=1[CH2:14][NH:15][C:16]([CH3:24])([CH3:25])[C:17]([O:19][C:20]([CH3:21])([CH3:22])[CH3:23])=[O:18])[C:2]1[CH:3]=[CH:4][CH:5]=[CH:6][CH:7]=1. The yield is 0.880.